Dataset: Catalyst prediction with 721,799 reactions and 888 catalyst types from USPTO. Task: Predict which catalyst facilitates the given reaction. (1) Reactant: [C:1]([O:5][C:6]([N:8]1[CH2:13][CH2:12][C@@H:11]([N:14]=[N+:15]=[N-:16])[C@H:10]([OH:17])[CH2:9]1)=[O:7])([CH3:4])([CH3:3])[CH3:2].I[CH3:19].[H-].[Na+]. Product: [N:14]([C@@H:11]1[CH2:12][CH2:13][N:8]([C:6]([O:5][C:1]([CH3:4])([CH3:2])[CH3:3])=[O:7])[CH2:9][C@H:10]1[O:17][CH3:19])=[N+:15]=[N-:16]. The catalyst class is: 1. (2) Reactant: C1(P(=O)(C2C=CC=CC=2)C2C=CC=CC=2)C=CC=CC=1.FC(F)(F)S(OS(C(F)(F)F)(=O)=O)(=O)=O.C([S:43][CH:44]([CH:68]([O:71][CH3:72])[O:69][CH3:70])[CH2:45][NH:46][C:47]([C:49]1[NH:50][C:51]2[C:56]([CH:57]=1)=[CH:55][CH:54]=[CH:53][C:52]=2[NH:58][S:59]([C:62]1[CH:67]=[CH:66][CH:65]=[CH:64][N:63]=1)(=[O:61])=[O:60])=O)C1C=CC=CC=1.C1(SC)C=CC=CC=1.C(=O)([O-])O.[Na+]. Product: [CH3:70][O:69][CH:68]([O:71][CH3:72])[CH:44]1[S:43][C:47]([C:49]2[NH:50][C:51]3[C:56]([CH:57]=2)=[CH:55][CH:54]=[CH:53][C:52]=3[NH:58][S:59]([C:62]2[CH:67]=[CH:66][CH:65]=[CH:64][N:63]=2)(=[O:61])=[O:60])=[N:46][CH2:45]1. The catalyst class is: 4. (3) The catalyst class is: 9. Reactant: [Cl:1][C:2]1[CH:7]=[C:6]([N+:8]([O-:10])=[O:9])[CH:5]=[CH:4][C:3]=1F.[F:12][C:13]1[CH:14]=[CH:15][CH:16]=[C:17]2[C:22]=1[N:21]=[CH:20][CH:19]=[C:18]2[OH:23].C(=O)([O-])[O-].[K+].[K+]. Product: [Cl:1][C:2]1[CH:7]=[C:6]([N+:8]([O-:10])=[O:9])[CH:5]=[CH:4][C:3]=1[O:23][C:18]1[C:17]2[C:22](=[C:13]([F:12])[CH:14]=[CH:15][CH:16]=2)[N:21]=[CH:20][CH:19]=1.